This data is from Forward reaction prediction with 1.9M reactions from USPTO patents (1976-2016). The task is: Predict the product of the given reaction. (1) The product is: [N:30]1[CH:31]=[CH:32][CH:33]=[C:28]([C:24]2[CH:23]=[C:22]([C:21]3[CH2:20][C:19](=[O:35])[NH:18][C:9]4[CH:10]=[C:11]([C:14]([F:17])([F:16])[F:15])[CH:12]=[CH:13][C:8]=4[N:7]=3)[CH:27]=[CH:26][CH:25]=2)[N:29]=1. Given the reactants C(OC(=O)[NH:7][C:8]1[CH:13]=[CH:12][C:11]([C:14]([F:17])([F:16])[F:15])=[CH:10][C:9]=1[NH:18][C:19](=[O:35])[CH2:20][C:21](=O)[C:22]1[CH:27]=[CH:26][CH:25]=[C:24]([C:28]2[N:29]=[N:30][CH:31]=[CH:32][CH:33]=2)[CH:23]=1)(C)(C)C.C(O)(C(F)(F)F)=O, predict the reaction product. (2) The product is: [F:15][C:14]1[C:9]([N:6]2[CH2:7][CH2:8][CH:3]([CH2:2][NH:1][C:29]([NH2:30])=[O:28])[CH2:4][CH2:5]2)=[N:10][C:11]([NH:16][C:17]2[CH:18]=[C:19]3[C:24](=[CH:25][CH:26]=2)[NH:23][C:22](=[O:27])[CH2:21][CH2:20]3)=[N:12][CH:13]=1. Given the reactants [NH2:1][CH2:2][CH:3]1[CH2:8][CH2:7][N:6]([C:9]2[C:14]([F:15])=[CH:13][N:12]=[C:11]([NH:16][C:17]3[CH:18]=[C:19]4[C:24](=[CH:25][CH:26]=3)[NH:23][C:22](=[O:27])[CH2:21][CH2:20]4)[N:10]=2)[CH2:5][CH2:4]1.[O-:28][C:29]#[N:30].[K+], predict the reaction product. (3) Given the reactants C(N(CC)CC)C.[CH2:8]([OH:11])[C:9]#[CH:10].Cl[C:13]1[N:14]=[C:15]2[C:20](=[CH:21][CH:22]=1)[N:19]=[CH:18][C:17]([C:23]([O:25][CH2:26][CH3:27])=[O:24])=[C:16]2[OH:28].CN(C=O)C, predict the reaction product. The product is: [OH:28][C:16]1[C:15]2[C:20](=[CH:21][CH:22]=[C:13]([C:10]#[C:9][CH2:8][OH:11])[N:14]=2)[N:19]=[CH:18][C:17]=1[C:23]([O:25][CH2:26][CH3:27])=[O:24]. (4) Given the reactants [C:1](/[C:3](=[N:9]\O)/[C:4]([O:6][CH2:7][CH3:8])=[O:5])#[N:2].C([O-])(O)=O.[Na+].[O-]S(S([O-])=O)=O.[Na+].[Na+], predict the reaction product. The product is: [NH2:9][CH:3]([C:1]#[N:2])[C:4]([O:6][CH2:7][CH3:8])=[O:5]. (5) The product is: [C:14]1([C@@H:4]2[CH:3]=[C:2]([O:1][S:22]([C:21]([F:40])([F:39])[F:20])(=[O:24])=[O:23])[CH2:6][N:5]2[C:7]([O:9][C:10]([CH3:13])([CH3:12])[CH3:11])=[O:8])[CH:15]=[CH:16][CH:17]=[CH:18][CH:19]=1. Given the reactants [O:1]=[C:2]1[CH2:6][N:5]([C:7]([O:9][C:10]([CH3:13])([CH3:12])[CH3:11])=[O:8])[C@H:4]([C:14]2[CH:19]=[CH:18][CH:17]=[CH:16][CH:15]=2)[CH2:3]1.[F:20][C:21]([F:40])([F:39])[S:22](N(C1C=CC=CC=1)[S:22]([C:21]([F:40])([F:39])[F:20])(=[O:24])=[O:23])(=[O:24])=[O:23], predict the reaction product.